From a dataset of Full USPTO retrosynthesis dataset with 1.9M reactions from patents (1976-2016). Predict the reactants needed to synthesize the given product. (1) Given the product [Br:20][C:21]1[C:29]([F:30])=[CH:28][C:24]([C:25]([OH:27])=[O:26])=[C:23]2[C:22]=1[C:7]1[CH2:6][CH2:5][CH:4]([CH:8]([C:14]([O:16][CH2:17][CH3:18])=[O:15])[C:9]([O:11][CH2:12][CH3:13])=[O:10])[CH2:3][C:2]=1[NH:31]2, predict the reactants needed to synthesize it. The reactants are: O=[C:2]1[CH2:7][CH2:6][CH2:5][CH:4]([CH:8]([C:14]([O:16][CH2:17][CH3:18])=[O:15])[C:9]([O:11][CH2:12][CH3:13])=[O:10])[CH2:3]1.Cl.[Br:20][C:21]1[C:29]([F:30])=[CH:28][C:24]([C:25]([OH:27])=[O:26])=[C:23]([NH:31]N)[CH:22]=1. (2) Given the product [CH3:24][C:21]1[CH:22]=[CH:23][C:18]([S:15]([N:5]([C@H:6]([C:12]([OH:14])=[O:13])[CH2:7][CH2:8][CH2:9][CH2:10][NH:11][C:39]([C@@H:34]([NH:33][C:25]([C:26]2[CH:31]=[CH:30][CH:29]=[CH:28][CH:27]=2)=[O:32])[CH2:35][C:36]([NH2:37])=[O:38])=[O:40])[CH2:1][CH:2]([CH3:3])[CH3:4])(=[O:17])=[O:16])=[CH:19][CH:20]=1, predict the reactants needed to synthesize it. The reactants are: [CH2:1]([N:5]([S:15]([C:18]1[CH:23]=[CH:22][C:21]([CH3:24])=[CH:20][CH:19]=1)(=[O:17])=[O:16])[C@H:6]([C:12]([OH:14])=[O:13])[CH2:7][CH2:8][CH2:9][CH2:10][NH2:11])[CH:2]([CH3:4])[CH3:3].[C:25]([NH:33][C@H:34]([C:39](O)=[O:40])[CH2:35][C:36](=[O:38])[NH2:37])(=[O:32])[C:26]1[CH:31]=[CH:30][CH:29]=[CH:28][CH:27]=1. (3) The reactants are: [Br:1][C:2]1[CH:3]=[C:4]([C:8]([CH3:12])([CH3:11])[CH2:9][OH:10])[CH:5]=[CH:6][CH:7]=1.N1C=CN=C1.[Si:18](Cl)([C:21]([CH3:24])([CH3:23])[CH3:22])([CH3:20])[CH3:19]. Given the product [Br:1][C:2]1[CH:3]=[C:4]([C:8]([CH3:12])([CH3:11])[CH2:9][O:10][Si:18]([C:21]([CH3:24])([CH3:23])[CH3:22])([CH3:20])[CH3:19])[CH:5]=[CH:6][CH:7]=1, predict the reactants needed to synthesize it. (4) Given the product [NH2:22][C:14]1[CH:13]=[CH:12][CH:11]=[CH:16][C:15]=1[C:17]([CH:19]([C:5]1[CH:6]=[CH:7][CH:8]=[CH:9][C:4]=1[N+:1]([O-:3])=[O:2])[CH2:20][NH2:21])=[O:18], predict the reactants needed to synthesize it. The reactants are: [N+:1]([C:4]1[CH:9]=[CH:8][CH:7]=[CH:6][C:5]=1F)([O-:3])=[O:2].[CH:11]1[CH:12]=[CH:13][C:14]([NH2:22])=[C:15]([C:17]([CH2:19][CH2:20][NH2:21])=[O:18])[CH:16]=1.C(=O)([O-])[O-].[K+].[K+]. (5) The reactants are: [Br:1][C:2]1[CH:3]=[C:4]2[C:9](=[CH:10][CH:11]=1)[N:8]=[C:7]([CH2:12][N:13]1[CH2:17][CH2:16][CH2:15][CH2:14]1)[CH:6]=[CH:5]2.[OH-].[Na+]. Given the product [Br:1][C:2]1[CH:3]=[C:4]2[C:9](=[CH:10][CH:11]=1)[NH:8][CH:7]([CH2:12][N:13]1[CH2:17][CH2:16][CH2:15][CH2:14]1)[CH2:6][CH2:5]2, predict the reactants needed to synthesize it. (6) Given the product [F:27][C:25]1[CH:24]=[N:23][CH:22]=[C:21]([N:20]2[N:11]=[N:12][C:13]([C:14]3[CH:15]=[N:16][CH:17]=[CH:18][CH:19]=3)=[N:28]2)[CH:26]=1, predict the reactants needed to synthesize it. The reactants are: CC1C=CC(S([NH:11][N:12]=[CH:13][C:14]2[CH:15]=[N:16][CH:17]=[CH:18][CH:19]=2)(=O)=O)=CC=1.[NH2:20][C:21]1[CH:22]=[N:23][CH:24]=[C:25]([F:27])[CH:26]=1.[N:28]1C=CC=CC=1.C(ON=O)CCC. (7) Given the product [C:29]([O:33][C:34](=[O:43])[NH:35][CH:36]1[CH2:37][CH2:38][CH:39]([NH:42][C:8](=[O:9])[C:7]2[CH:11]=[C:12]([O:14][C:15]3[CH:16]=[CH:17][C:18]([C:21]#[N:22])=[CH:19][CH:20]=3)[CH:13]=[C:5]([O:4][C:3]3[CH:23]=[CH:24][C:25]([C:27]#[N:28])=[CH:26][C:2]=3[Cl:1])[CH:6]=2)[CH2:40][CH2:41]1)([CH3:32])([CH3:30])[CH3:31], predict the reactants needed to synthesize it. The reactants are: [Cl:1][C:2]1[CH:26]=[C:25]([C:27]#[N:28])[CH:24]=[CH:23][C:3]=1[O:4][C:5]1[CH:6]=[C:7]([CH:11]=[C:12]([O:14][C:15]2[CH:20]=[CH:19][C:18]([C:21]#[N:22])=[CH:17][CH:16]=2)[CH:13]=1)[C:8](O)=[O:9].[C:29]([O:33][C:34](=[O:43])[NH:35][CH:36]1[CH2:41][CH2:40][CH:39]([NH2:42])[CH2:38][CH2:37]1)([CH3:32])([CH3:31])[CH3:30]. (8) Given the product [F:1][C:2]1[CH:3]=[CH:4][C:5]([N+:9]([O-:11])=[O:10])=[C:6]([CH:7]=1)[CH2:8][N:38]1[CH2:43][CH2:42][O:41][CH2:40][CH2:39]1, predict the reactants needed to synthesize it. The reactants are: [F:1][C:2]1[CH:3]=[CH:4][C:5]([N+:9]([O-:11])=[O:10])=[C:6]([CH3:8])[CH:7]=1.BrN1C(=O)CCC1=O.C(OOC(=O)C1C=CC=CC=1)(=O)C1C=CC=CC=1.[NH:38]1[CH2:43][CH2:42][O:41][CH2:40][CH2:39]1.Cl. (9) Given the product [N+:17]([C:8]1[C:9]2[C:14](=[CH:13][CH:12]=[CH:11][CH:10]=2)[CH:15]=[CH:16][C:7]=1[NH:32][CH2:31][CH2:30][NH:29][C:27](=[O:28])[O:26][C:22]([CH3:24])([CH3:23])[CH3:25])([O-:19])=[O:18], predict the reactants needed to synthesize it. The reactants are: FC(F)(F)S(O[C:7]1[CH:16]=[CH:15][C:14]2[C:9](=[CH:10][CH:11]=[CH:12][CH:13]=2)[C:8]=1[N+:17]([O-:19])=[O:18])(=O)=O.[C:22]([O:26][C:27]([NH:29][CH2:30][CH2:31][NH2:32])=[O:28])([CH3:25])([CH3:24])[CH3:23].C(=O)([O-])[O-].[K+].[K+].C1(C)C=CC=CC=1. (10) Given the product [NH:8]([C:6]([O:5][C:2]([CH3:1])([CH3:3])[CH3:4])=[O:7])[CH2:9][CH2:10][C:11]([NH:28][C@H:19]([C:17]([O:16][CH2:15][CH3:14])=[O:18])[CH2:20][C:21]1[CH:26]=[CH:25][C:24]([OH:27])=[CH:23][CH:22]=1)=[O:13], predict the reactants needed to synthesize it. The reactants are: [CH3:1][C:2]([O:5][C:6]([NH:8][CH2:9][CH2:10][C:11]([OH:13])=O)=[O:7])([CH3:4])[CH3:3].[CH3:14][CH2:15][O:16][C:17]([C@@H:19]([NH2:28])[CH2:20][C:21]1[CH:26]=[CH:25][C:24]([OH:27])=[CH:23][CH:22]=1)=[O:18].